Dataset: Peptide-MHC class I binding affinity with 185,985 pairs from IEDB/IMGT. Task: Regression. Given a peptide amino acid sequence and an MHC pseudo amino acid sequence, predict their binding affinity value. This is MHC class I binding data. (1) The peptide sequence is TNYSGFMPK. The MHC is HLA-A11:01 with pseudo-sequence HLA-A11:01. The binding affinity (normalized) is 0.744. (2) The peptide sequence is KELNIGRTF. The MHC is HLA-A26:02 with pseudo-sequence HLA-A26:02. The binding affinity (normalized) is 0.0847. (3) The peptide sequence is ATQFNFNGHT. The MHC is HLA-A02:02 with pseudo-sequence HLA-A02:02. The binding affinity (normalized) is 0.0518. (4) The peptide sequence is LERWHSLI. The MHC is Mamu-B17 with pseudo-sequence Mamu-B17. The binding affinity (normalized) is 0. (5) The peptide sequence is KWMLISSELK. The MHC is HLA-A68:01 with pseudo-sequence HLA-A68:01. The binding affinity (normalized) is 0.372. (6) The peptide sequence is STLNFNNLH. The MHC is HLA-B51:01 with pseudo-sequence HLA-B51:01. The binding affinity (normalized) is 0. (7) The peptide sequence is RRSLLAHVR. The MHC is HLA-A68:02 with pseudo-sequence HLA-A68:02. The binding affinity (normalized) is 0.263. (8) The peptide sequence is HMWNFISGI. The MHC is HLA-A02:03 with pseudo-sequence HLA-A02:03. The binding affinity (normalized) is 0.519.